Dataset: Full USPTO retrosynthesis dataset with 1.9M reactions from patents (1976-2016). Task: Predict the reactants needed to synthesize the given product. (1) Given the product [CH3:1][C:2]1[C:10]2[C:9]([S:11][CH2:12][C:13]([NH:21][CH2:20][CH2:19][O:18][CH3:17])=[O:15])=[N:8][CH:7]=[N:6][C:5]=2[S:4][C:3]=1[CH3:16], predict the reactants needed to synthesize it. The reactants are: [CH3:1][C:2]1[C:10]2[C:9]([S:11][CH2:12][C:13]([OH:15])=O)=[N:8][CH:7]=[N:6][C:5]=2[S:4][C:3]=1[CH3:16].[CH3:17][O:18][CH2:19][CH2:20][NH2:21].CN(C(ON1N=NC2C=CC=NC1=2)=[N+](C)C)C.F[P-](F)(F)(F)(F)F.C(N(CC)C(C)C)(C)C. (2) Given the product [CH3:33][O:32][C:24]1[CH:25]=[CH:26][C:27]([Br:31])=[C:28]2[C:23]=1[N:22]=[C:21]([C:19]([OH:20])=[O:18])[CH:30]=[CH:29]2, predict the reactants needed to synthesize it. The reactants are: COC(C1C=C(O)C2C(=C(N)C=CC=2)N=1)=O.C[O:18][C:19]([C:21]1[CH:30]=[CH:29][C:28]2[C:23](=[C:24]([O:32][CH3:33])[CH:25]=[CH:26][C:27]=2[Br:31])[N:22]=1)=[O:20]. (3) Given the product [NH2:7][CH2:8][CH2:9][O:10]/[N:11]=[CH:12]/[C:13]1[C:14]([F:36])=[C:15]([F:35])[C:16]([NH:26][C:27]2[CH:32]=[CH:31][C:30]([I:33])=[CH:29][C:28]=2[F:34])=[C:17]([CH:18]=1)[C:19]([NH:20][O:21][CH2:22][CH2:23][OH:24])=[O:25], predict the reactants needed to synthesize it. The reactants are: C(OC(=O)[NH:7][CH2:8][CH2:9][O:10]/[N:11]=[CH:12]/[C:13]1[CH:18]=[C:17]([C:19](=[O:25])[NH:20][O:21][CH2:22][CH2:23][OH:24])[C:16]([NH:26][C:27]2[CH:32]=[CH:31][C:30]([I:33])=[CH:29][C:28]=2[F:34])=[C:15]([F:35])[C:14]=1[F:36])(C)(C)C.Cl.C(=O)(O)[O-].[Na+]. (4) Given the product [OH:1][C:2]1[CH:12]=[CH:11][CH:10]=[CH:9][C:3]=1[CH:4]=[CH2:5], predict the reactants needed to synthesize it. The reactants are: [OH:1][C:2]1[CH:12]=[CH:11][CH:10]=[CH:9][C:3]=1[CH:4]=[CH:5]C(O)=O.O1C2C(=CC=CC=2)C=CC1=O.[Li+].[OH-].N1C=CN=C1. (5) Given the product [O:19]=[C:11]1[CH:10]=[C:9]([CH2:8][N:7]([C:1]2[CH:2]=[CH:3][CH:4]=[CH:5][CH:6]=2)[C:25]([C:21]2[S:20][CH:24]=[CH:23][CH:22]=2)=[O:26])[C:18]2[C:13](=[CH:14][CH:15]=[CH:16][CH:17]=2)[NH:12]1, predict the reactants needed to synthesize it. The reactants are: [C:1]1([NH:7][CH2:8][C:9]2[C:18]3[C:13](=[CH:14][CH:15]=[CH:16][CH:17]=3)[NH:12][C:11](=[O:19])[CH:10]=2)[CH:6]=[CH:5][CH:4]=[CH:3][CH:2]=1.[S:20]1[CH:24]=[CH:23][CH:22]=[C:21]1[C:25](Cl)=[O:26].